This data is from Reaction yield outcomes from USPTO patents with 853,638 reactions. The task is: Predict the reaction yield, written as a fraction of the theoretical maximum amount of product (1.0 means a 100% yield; for example, 0.34 means a 34% yield). (1) The reactants are [S:1]1[C:5]([CH:6]=O)=[CH:4][N:3]=[CH:2]1.[NH:8]1[CH:12]=[CH:11][CH:10]=[CH:9]1. The catalyst is C(O)(=O)CC. The product is [S:1]1[C:5]([C:6]2[C:12]3[NH:8][C:9]([C:6]([C:5]4[S:1][CH:2]=[N:3][CH:4]=4)=[C:9]4[N:8]=[C:12]([C:6]([C:5]5[S:1][CH:2]=[N:3][CH:4]=5)=[C:9]5[NH:8][C:12](=[C:6]([C:5]6[S:1][CH:2]=[N:3][CH:4]=6)[C:9]6[CH:10]=[CH:11][C:12]=2[N:8]=6)[CH:11]=[CH:10]5)[CH:11]=[CH:10]4)=[CH:10][CH:11]=3)=[CH:4][N:3]=[CH:2]1. The yield is 0.140. (2) The reactants are [F:1][C:2]1[CH:3]=[C:4]([OH:11])[C:5](=[CH:9][CH:10]=1)[C:6](Cl)=[O:7].C([N:15](CC)[CH:16]([CH3:18])C)(C)C.Cl.C(#[N:24])C. The catalyst is ClCCl. The product is [C:16]([CH2:18][NH:24][C:6](=[O:7])[C:5]1[CH:9]=[CH:10][C:2]([F:1])=[CH:3][C:4]=1[OH:11])#[N:15]. The yield is 0.650.